From a dataset of Forward reaction prediction with 1.9M reactions from USPTO patents (1976-2016). Predict the product of the given reaction. (1) Given the reactants [CH2:1]([C:3]1[CH:8]=[C:7]([CH3:9])[CH:6]=[C:5]([CH2:10][CH3:11])[C:4]=1[CH:12]1[C:19](=[O:20])[CH:18]2[CH:14]([CH2:15][CH:16]([CH2:21][CH2:22][CH2:23][CH:24]=O)[CH2:17]2)[C:13]1=[O:26])[CH3:2].Cl.[CH3:28][O:29][NH2:30].C(N(CC)CC)C, predict the reaction product. The product is: [CH2:10]([C:5]1[CH:6]=[C:7]([CH3:9])[CH:8]=[C:3]([CH2:1][CH3:2])[C:4]=1[CH:12]1[C:13](=[O:26])[CH:14]2[CH:18]([CH2:17][CH:16]([CH2:21][CH2:22][C:23](=[N:30][O:29][CH3:28])[CH3:24])[CH2:15]2)[C:19]1=[O:20])[CH3:11]. (2) Given the reactants [CH:1]1([CH:7]([NH:15][C:16]2[CH:24]=[CH:23][C:19]([C:20](O)=[O:21])=[CH:18][CH:17]=2)[C:8]2[CH:12]=[C:11]([CH3:13])[S:10][C:9]=2[CH3:14])[CH2:6][CH2:5][CH2:4][CH2:3][CH2:2]1.Cl.[NH2:26][CH2:27][CH2:28][C:29]([O:31]CC)=[O:30].O.ON1C2C=CC=CC=2N=N1.Cl.C(N=C=NCCCN(C)C)C.Cl.[OH-].[Na+], predict the reaction product. The product is: [CH:1]1([CH:7]([NH:15][C:16]2[CH:17]=[CH:18][C:19]([C:20]([NH:26][CH2:27][CH2:28][C:29]([OH:31])=[O:30])=[O:21])=[CH:23][CH:24]=2)[C:8]2[CH:12]=[C:11]([CH3:13])[S:10][C:9]=2[CH3:14])[CH2:6][CH2:5][CH2:4][CH2:3][CH2:2]1. (3) Given the reactants [Cl:1][C:2]1[CH:3]=[C:4]2[N:13]([S:14]([C:17]3[CH:23]=[CH:22][C:20]([CH3:21])=[CH:19][CH:18]=3)(=[O:16])=[O:15])[CH:12]=[CH:11][C:5]2=[N:6][C:7]=1[CH:8]([NH2:10])[CH3:9].CCN(C(C)C)C(C)C.Cl[C:34]1[N:39]=[C:38]([NH:40][C:41]2[CH:45]=[C:44]([CH:46]3[CH2:48][CH2:47]3)[NH:43][N:42]=2)[CH:37]=[CH:36][N:35]=1, predict the reaction product. The product is: [Cl:1][C:2]1[CH:3]=[C:4]2[N:13]([S:14]([C:17]3[CH:23]=[CH:22][C:20]([CH3:21])=[CH:19][CH:18]=3)(=[O:16])=[O:15])[CH:12]=[CH:11][C:5]2=[N:6][C:7]=1[CH:8]([NH:10][C:34]1[N:39]=[C:38]([NH:40][C:41]2[CH:45]=[C:44]([CH:46]3[CH2:48][CH2:47]3)[NH:43][N:42]=2)[CH:37]=[CH:36][N:35]=1)[CH3:9].